Task: Predict the product of the given reaction.. Dataset: Forward reaction prediction with 1.9M reactions from USPTO patents (1976-2016) (1) Given the reactants [CH3:1][O:2][C:3](=[O:14])[CH2:4][C:5]1[CH:6]=[C:7]2[C:11](=[CH:12][CH:13]=1)[NH:10][CH2:9][CH2:8]2.Cl[C:16]1[C:17]2[CH2:30][CH2:29][CH2:28][C:18]=2[N:19]=[C:20]([C:22]2[S:23][C:24]([F:27])=[CH:25][CH:26]=2)[N:21]=1, predict the reaction product. The product is: [CH3:1][O:2][C:3](=[O:14])[CH2:4][C:5]1[CH:6]=[C:7]2[C:11](=[CH:12][CH:13]=1)[N:10]([C:16]1[C:17]3[CH2:30][CH2:29][CH2:28][C:18]=3[N:19]=[C:20]([C:22]3[S:23][C:24]([F:27])=[CH:25][CH:26]=3)[N:21]=1)[CH2:9][CH2:8]2. (2) Given the reactants FC(F)(F)S(O[C:7]1[N:12]=[N:11][C:10]2[O:13][CH2:14][CH2:15][C:9]=2[CH:8]=1)(=O)=O.C(=O)([O-])[O-].[K+].[K+].B1(C=C)OB([CH:30]=[CH2:31])OB(C=C)O1.C1C=CN=CC=1.O, predict the reaction product. The product is: [CH:30]([C:7]1[N:12]=[N:11][C:10]2[O:13][CH2:14][CH2:15][C:9]=2[CH:8]=1)=[CH2:31]. (3) Given the reactants [F:1][C:2]([F:25])([F:24])[C@H:3]1[CH2:8][CH2:7][C@H:6]([NH:9][C:10](=[O:23])[C:11]2[CH:16]=[C:15]([N+:17]([O-:19])=[O:18])[C:14]([NH:20][CH3:21])=[CH:13][C:12]=2Cl)[CH2:5][CH2:4]1.[F:26][C:27]1([F:32])[CH2:31][CH2:30][NH:29][CH2:28]1.Cl.CCN(C(C)C)C(C)C, predict the reaction product. The product is: [F:1][C:2]([F:25])([F:24])[C@H:3]1[CH2:8][CH2:7][C@H:6]([NH:9][C:10](=[O:23])[C:11]2[CH:16]=[C:15]([N+:17]([O-:19])=[O:18])[C:14]([NH:20][CH3:21])=[CH:13][C:12]=2[N:29]2[CH2:30][CH2:31][C:27]([F:32])([F:26])[CH2:28]2)[CH2:5][CH2:4]1. (4) The product is: [Cl:1][C:2]1[CH:3]=[C:4]([N:8]2[C:12]([C:13]3[CH:18]=[C:17]([CH3:19])[CH:16]=[C:15]([F:20])[CH:14]=3)=[CH:11][C:10]([C:21]([N:57]3[CH2:61][C:60](=[O:62])[NH:59][CH2:58]3)=[O:22])=[N:9]2)[CH:5]=[CH:6][CH:7]=1. Given the reactants [Cl:1][C:2]1[CH:3]=[C:4]([N:8]2[C:12]([C:13]3[CH:18]=[C:17]([CH3:19])[CH:16]=[C:15]([F:20])[CH:14]=3)=[CH:11][C:10]([C:21](O)=[O:22])=[N:9]2)[CH:5]=[CH:6][CH:7]=1.C(N(CC)C(C)C)(C)C.ClC1C=C(N2C(C3C=CC=C(OCCO)C=3)=CC(C([N:57]3[CH2:61][C:60](=[O:62])[NH:59][CH2:58]3)=O)=N2)C=CC=1, predict the reaction product. (5) The product is: [NH2:6][CH2:5][CH2:7][C@H:8]([C:10]1[N:15]=[C:14]([O:16][CH2:17][CH:18]2[CH2:19][CH2:20][N:21]([C:24]([O:26][CH2:27][C:28]3[CH:29]=[CH:30][CH:31]=[CH:32][CH:33]=3)=[O:25])[CH2:22][CH2:23]2)[CH:13]=[CH:12][CH:11]=1)[OH:9]. Given the reactants B.CSC.[C:5]([CH2:7][C@H:8]([C:10]1[N:15]=[C:14]([O:16][CH2:17][CH:18]2[CH2:23][CH2:22][N:21]([C:24]([O:26][CH2:27][C:28]3[CH:33]=[CH:32][CH:31]=[CH:30][CH:29]=3)=[O:25])[CH2:20][CH2:19]2)[CH:13]=[CH:12][CH:11]=1)[OH:9])#[N:6].N.CO.C(Cl)Cl, predict the reaction product.